From a dataset of Reaction yield outcomes from USPTO patents with 853,638 reactions. Predict the reaction yield, written as a fraction of the theoretical maximum amount of product (1.0 means a 100% yield; for example, 0.34 means a 34% yield). (1) The reactants are [NH2:1][CH:2]1[CH2:7][CH2:6][N:5]([CH2:8][C:9]2[CH:14]=[CH:13][CH:12]=[CH:11][CH:10]=2)[CH2:4][CH2:3]1.[CH3:15][C:16]([CH3:18])=O.C(O[BH-](OC(=O)C)OC(=O)C)(=O)C.[Na+]. The catalyst is ClCCl. The product is [CH2:8]([N:5]1[CH2:6][CH2:7][CH:2]([NH:1][CH:16]([CH3:18])[CH3:15])[CH2:3][CH2:4]1)[C:9]1[CH:14]=[CH:13][CH:12]=[CH:11][CH:10]=1. The yield is 0.960. (2) The reactants are FC(F)(F)C(O)=O.[NH:8]1[CH2:13][CH2:12][CH:11]([S:14]([C:17]2[CH:18]=[CH:19][C:20]([CH2:23][NH:24][C:25]([C:27]3[O:35][C:30]4=[CH:31][N:32]=[CH:33][CH:34]=[C:29]4[CH:28]=3)=[O:26])=[N:21][CH:22]=2)(=[O:16])=[O:15])[CH2:10][CH2:9]1.[O:36]1[CH2:41][CH2:40][C:39](=O)[CH2:38][CH2:37]1.C(O[BH-](OC(=O)C)OC(=O)C)(=O)C.[Na+].ClCCl. The catalyst is C(O)(=O)C. The product is [O:36]1[CH2:41][CH2:40][CH:39]([N:8]2[CH2:13][CH2:12][CH:11]([S:14]([C:17]3[CH:18]=[CH:19][C:20]([CH2:23][NH:24][C:25]([C:27]4[O:35][C:30]5=[CH:31][N:32]=[CH:33][CH:34]=[C:29]5[CH:28]=4)=[O:26])=[N:21][CH:22]=3)(=[O:16])=[O:15])[CH2:10][CH2:9]2)[CH2:38][CH2:37]1. The yield is 0.200. (3) The reactants are C([Si]([O:8][CH2:9][C:10]1[CH:14]=[C:13]([CH2:15]B2OCC(C)(C)CO2)[O:12][C:11]=1[CH3:24])(C)C)(C)(C)C.BrC1[CH:31]=[CH:30][CH:29]=[C:28]([O:32][CH3:33])[N:27]=1.C(=O)([O-])[O-].[Na+].[Na+].COCCOC. The catalyst is C1C=CC([P]([Pd]([P](C2C=CC=CC=2)(C2C=CC=CC=2)C2C=CC=CC=2)([P](C2C=CC=CC=2)(C2C=CC=CC=2)C2C=CC=CC=2)[P](C2C=CC=CC=2)(C2C=CC=CC=2)C2C=CC=CC=2)(C2C=CC=CC=2)C2C=CC=CC=2)=CC=1.O. The product is [CH3:33][O:32][C:28]1[N:27]=[C:15]([C:13]2[O:12][C:11]([CH3:24])=[C:10]([CH2:9][OH:8])[CH:14]=2)[CH:31]=[CH:30][CH:29]=1. The yield is 0.950. (4) The reactants are [CH:1]1([C:7]2([CH3:14])[C:11](=[O:12])[NH:10][N:9]=[C:8]2[CH3:13])[CH2:6][CH2:5][CH2:4][CH2:3][CH2:2]1.Br[CH2:16][C:17]([C:19]1[CH:24]=[CH:23][CH:22]=[C:21]([F:25])[CH:20]=1)=[O:18]. No catalyst specified. The product is [CH:1]1([C:7]2([CH3:14])[C:11](=[O:12])[N:10]([CH2:16][C:17]([C:19]3[CH:24]=[CH:23][CH:22]=[C:21]([F:25])[CH:20]=3)=[O:18])[N:9]=[C:8]2[CH3:13])[CH2:2][CH2:3][CH2:4][CH2:5][CH2:6]1. The yield is 0.280. (5) The reactants are [Cl:1][C:2]1[C:3]([O:12][C:13]2[CH:18]=[C:17]([O:19][CH2:20][C:21]([OH:24])([CH3:23])[CH3:22])[CH:16]=[CH:15][C:14]=2/[CH:25]=[CH:26]/[C:27]([O:29]CC)=[O:28])=[N:4][CH:5]=[C:6]([C:8]([F:11])([F:10])[F:9])[CH:7]=1.[OH-].[Na+].Cl. The yield is 0.740. The product is [Cl:1][C:2]1[C:3]([O:12][C:13]2[CH:18]=[C:17]([O:19][CH2:20][C:21]([OH:24])([CH3:22])[CH3:23])[CH:16]=[CH:15][C:14]=2/[CH:25]=[CH:26]/[C:27]([OH:29])=[O:28])=[N:4][CH:5]=[C:6]([C:8]([F:9])([F:11])[F:10])[CH:7]=1. The catalyst is O1CCCC1.C(O)C.